From a dataset of Reaction yield outcomes from USPTO patents with 853,638 reactions. Predict the reaction yield, written as a fraction of the theoretical maximum amount of product (1.0 means a 100% yield; for example, 0.34 means a 34% yield). (1) The reactants are [F:1][C:2]1([S:14]([C:17]2[CH:22]=[CH:21][CH:20]=[C:19]([C:23]([F:26])([F:25])[F:24])[CH:18]=2)(=[O:16])=[O:15])[CH2:7][CH2:6][C:5]([CH3:13])([C:8](OCC)=[O:9])[CH2:4][CH2:3]1.[H-].[H-].[H-].[H-].[Li+].[Al+3]. The catalyst is C1COCC1. The product is [F:1][C:2]1([S:14]([C:17]2[CH:22]=[CH:21][CH:20]=[C:19]([C:23]([F:24])([F:25])[F:26])[CH:18]=2)(=[O:16])=[O:15])[CH2:3][CH2:4][C:5]([CH2:8][OH:9])([CH3:13])[CH2:6][CH2:7]1. The yield is 0.880. (2) The reactants are [NH:1]1[C:9]2[C:4](=[CH:5][C:6]([O:10][C:11]3[CH:19]=[CH:18][CH:17]=[CH:16][C:12]=3[C:13]([OH:15])=O)=[CH:7][CH:8]=2)[CH:3]=[N:2]1.[CH2:20]([NH2:24])[CH:21]([CH3:23])[CH3:22].Cl.CNC.OC1C2N=NNC=2C=CC=1.C(N(CC)CC)C.C(=O)([O-])O.[Na+]. The catalyst is CN(C)C=O. The product is [NH:1]1[C:9]2[C:4](=[CH:5][C:6]([O:10][C:11]3[CH:19]=[CH:18][CH:17]=[CH:16][C:12]=3[C:13]([NH:24][CH2:20][CH:21]([CH3:23])[CH3:22])=[O:15])=[CH:7][CH:8]=2)[CH:3]=[N:2]1. The yield is 0.480. (3) The reactants are [Br:1][C:2]1[CH:3]=[C:4]([CH2:20][OH:21])[CH:5]=[C:6]([Br:19])[C:7]=1/[CH:8]=[CH:9]/[C:10]1[CH:15]=[CH:14][CH:13]=[C:12]([N+:16]([O-:18])=[O:17])[CH:11]=1.[H-].[Na+].Br[CH2:25][C:26]([O:28][C:29]([CH3:32])([CH3:31])[CH3:30])=[O:27].C(OCC)(=O)C. The catalyst is O1CCCC1.O. The product is [C:29]([O:28][C:26](=[O:27])[CH2:25][O:21][CH2:20][C:4]1[CH:3]=[C:2]([Br:1])[C:7](/[CH:8]=[CH:9]/[C:10]2[CH:15]=[CH:14][CH:13]=[C:12]([N+:16]([O-:18])=[O:17])[CH:11]=2)=[C:6]([Br:19])[CH:5]=1)([CH3:32])([CH3:31])[CH3:30]. The yield is 0.600. (4) The reactants are [F:1][C:2]1[CH:3]=[C:4]([OH:11])[CH:5]=[CH:6][C:7]=1[N+:8]([O-:10])=[O:9].Br[CH:13]([CH2:18][CH2:19][Br:20])[C:14]([O:16][CH3:17])=[O:15].C(=O)([O-])[O-].[K+].[K+].Cl. The catalyst is CN(C)C=O. The product is [CH3:17][O:16][C:14](=[O:15])[CH:13]([O:11][C:4]1[CH:5]=[CH:6][C:7]([N+:8]([O-:10])=[O:9])=[C:2]([F:1])[CH:3]=1)[CH2:18][CH2:19][Br:20]. The yield is 0.640.